Task: Predict the product of the given reaction.. Dataset: Forward reaction prediction with 1.9M reactions from USPTO patents (1976-2016) Given the reactants [F:1][C:2]1[C:7]([F:8])=[C:6]([NH:9][C:10]2[CH:15]=[CH:14][C:13]([I:16])=[CH:12][C:11]=2[F:17])[C:5]([NH2:18])=[CH:4][CH:3]=1.[CH3:19][C:20]([S:23](Cl)(=[O:25])=[O:24])([CH3:22])[CH3:21], predict the reaction product. The product is: [F:8][C:7]1[C:6]([NH:9][C:10]2[CH:15]=[CH:14][C:13]([I:16])=[CH:12][C:11]=2[F:17])=[C:5]([NH:18][S:23]([C:20]([CH3:22])([CH3:21])[CH3:19])(=[O:25])=[O:24])[CH:4]=[CH:3][C:2]=1[F:1].